This data is from Full USPTO retrosynthesis dataset with 1.9M reactions from patents (1976-2016). The task is: Predict the reactants needed to synthesize the given product. Given the product [OH:13][C:4]1[C:3]([O:2][CH3:1])=[C:10]([O:11][CH3:12])[C:9]([N+:14]([O-:16])=[O:15])=[CH:8][C:5]=1[CH:6]=[O:7], predict the reactants needed to synthesize it. The reactants are: [CH3:1][O:2][C:3]1[C:4]([OH:13])=[C:5]([CH:8]=[CH:9][C:10]=1[O:11][CH3:12])[CH:6]=[O:7].[N+:14]([O-])([OH:16])=[O:15].